This data is from Forward reaction prediction with 1.9M reactions from USPTO patents (1976-2016). The task is: Predict the product of the given reaction. (1) Given the reactants Cl.[CH2:2]([C:6]1[CH:11]=[CH:10][C:9]([N:12]([CH2:14][C:15]([OH:17])=O)[CH3:13])=[CH:8][CH:7]=1)[CH2:3][CH2:4][CH3:5].[CH3:18][C@H:19]1[NH:24][CH2:23][CH2:22][N:21]([C:25]2[N:32]=[CH:31][CH:30]=[CH:29][C:26]=2[C:27]#[N:28])[CH2:20]1.Cl.C(N=C=NCCCN(C)C)C.O.ON1C2C=CC=CC=2N=N1.C(N(CC)CC)C, predict the reaction product. The product is: [CH2:2]([C:6]1[CH:7]=[CH:8][C:9]([N:12]([CH3:13])[CH2:14][C:15]([N:24]2[CH2:23][CH2:22][N:21]([C:25]3[N:32]=[CH:31][CH:30]=[CH:29][C:26]=3[C:27]#[N:28])[CH2:20][C@H:19]2[CH3:18])=[O:17])=[CH:10][CH:11]=1)[CH2:3][CH2:4][CH3:5]. (2) Given the reactants Br[C:2]1[C:3](=[O:9])[N:4]([CH3:8])[CH:5]=[CH:6][CH:7]=1.[CH2:10]([S:17][C:18]1[C:19]([CH2:33][CH3:34])=[C:20](B2OC(C)(C)C(C)(C)O2)[CH:21]=[CH:22][CH:23]=1)[C:11]1[CH:16]=[CH:15][CH:14]=[CH:13][CH:12]=1.CS(C)=O, predict the reaction product. The product is: [CH2:10]([S:17][C:18]1[C:19]([CH2:33][CH3:34])=[C:20]([C:2]2[C:3](=[O:9])[N:4]([CH3:8])[CH:5]=[CH:6][CH:7]=2)[CH:21]=[CH:22][CH:23]=1)[C:11]1[CH:12]=[CH:13][CH:14]=[CH:15][CH:16]=1. (3) Given the reactants [CH2:1]([NH:3][C:4]([NH:6][C:7]1[CH:12]=[CH:11][C:10]([C:13]2[N:14]=[C:15]([N:22]3[CH2:27][CH2:26][O:25][CH2:24][CH2:23]3)[C:16]3[CH2:21][NH:20][CH2:19][C:17]=3[N:18]=2)=[CH:9][CH:8]=1)=[O:5])[CH3:2].Cl[C:29]([O:31][CH3:32])=[O:30], predict the reaction product. The product is: [CH2:1]([NH:3][C:4](=[O:5])[NH:6][C:7]1[CH:12]=[CH:11][C:10]([C:13]2[N:14]=[C:15]([N:22]3[CH2:23][CH2:24][O:25][CH2:26][CH2:27]3)[C:16]3[CH2:21][N:20]([C:29]([O:31][CH3:32])=[O:30])[CH2:19][C:17]=3[N:18]=2)=[CH:9][CH:8]=1)[CH3:2]. (4) Given the reactants Cl[C:2]1[CH:11]=[CH:10][N:9]=[C:8]2[C:3]=1[CH:4]=[CH:5][C:6]([C:12]([F:15])([F:14])[F:13])=[N:7]2.[F:16][C:17]1[C:22]([C:23]2[CH:28]=[CH:27][CH:26]=[CH:25][N:24]=2)=[CH:21][CH:20]=[CH:19][C:18]=1B(O)O, predict the reaction product. The product is: [F:16][C:17]1[C:22]([C:23]2[CH:28]=[CH:27][CH:26]=[CH:25][N:24]=2)=[CH:21][CH:20]=[CH:19][C:18]=1[C:2]1[CH:11]=[CH:10][N:9]=[C:8]2[C:3]=1[CH:4]=[CH:5][C:6]([C:12]([F:15])([F:14])[F:13])=[N:7]2.